Dataset: Reaction yield outcomes from USPTO patents with 853,638 reactions. Task: Predict the reaction yield, written as a fraction of the theoretical maximum amount of product (1.0 means a 100% yield; for example, 0.34 means a 34% yield). The reactants are [CH3:1][O:2][C:3](=[O:15])[C:4]1[CH:9]=[C:8]([O:10][CH:11]([CH3:13])[CH3:12])[CH:7]=[C:6]([OH:14])[CH:5]=1.C1C=CC(P(C2C=CC=CC=2)C2C=CC=CC=2)=CC=1.[S:35]1[CH:39]=[CH:38][C:37]([CH2:40][CH2:41]O)=[CH:36]1.CC(OC(/N=N/C(OC(C)C)=O)=O)C. The catalyst is C1COCC1. The product is [CH3:1][O:2][C:3](=[O:15])[C:4]1[CH:5]=[C:6]([O:14][CH2:41][CH2:40][C:37]2[CH:38]=[CH:39][S:35][CH:36]=2)[CH:7]=[C:8]([O:10][CH:11]([CH3:13])[CH3:12])[CH:9]=1. The yield is 0.910.